Dataset: Forward reaction prediction with 1.9M reactions from USPTO patents (1976-2016). Task: Predict the product of the given reaction. (1) Given the reactants [CH:1]1([CH2:4][OH:5])[CH2:3][CH2:2]1.ClC(Cl)(O[C:10](=[O:16])OC(Cl)(Cl)Cl)Cl.C(N(CC)C(C)C)(C)C.[Br:27][C:28]1[CH:29]=[C:30]2[C:35](=[CH:36][CH:37]=1)[N:34]([C:38](=[O:40])[CH3:39])[C@@H:33]([CH3:41])[CH2:32][NH:31]2, predict the reaction product. The product is: [C:38]([N:34]1[C:35]2[C:30](=[CH:29][C:28]([Br:27])=[CH:37][CH:36]=2)[N:31]([C:10]([O:5][CH2:4][CH:1]2[CH2:3][CH2:2]2)=[O:16])[CH2:32][C@@H:33]1[CH3:41])(=[O:40])[CH3:39]. (2) Given the reactants [Cl:1][C:2]1[C:11]2[C:6](=[CH:7][CH:8]=[CH:9][CH:10]=2)[C:5]([OH:12])=[CH:4][N:3]=1.[Si:13](Cl)([C:16]([CH3:19])([CH3:18])[CH3:17])([CH3:15])[CH3:14], predict the reaction product. The product is: [Si:13]([O:12][C:5]1[C:6]2[C:11](=[CH:10][CH:9]=[CH:8][CH:7]=2)[C:2]([Cl:1])=[N:3][CH:4]=1)([C:16]([CH3:19])([CH3:18])[CH3:17])([CH3:15])[CH3:14]. (3) Given the reactants [CH2:1]([O:8][C:9]([N:11]1[CH2:16][CH2:15][CH2:14][CH2:13][CH:12]1[C:17]([OH:19])=O)=[O:10])[C:2]1[CH:7]=[CH:6][CH:5]=[CH:4][CH:3]=1.C(N(C(C)C)CC)(C)C.ON1C2C=CC=CC=2N=N1.Cl.[NH2:40][CH:41]1[CH:48]2[CH2:49][CH:44]3[CH2:45][CH:46]([CH2:50][CH:42]1[CH2:43]3)[CH2:47]2.CCN=C=NCCCN(C)C.Cl, predict the reaction product. The product is: [CH2:1]([O:8][C:9]([N:11]1[CH2:16][CH2:15][CH2:14][CH2:13][CH:12]1[C:17](=[O:19])[NH:40][CH:41]1[CH:42]2[CH2:50][CH:46]3[CH2:45][CH:44]([CH2:49][CH:48]1[CH2:47]3)[CH2:43]2)=[O:10])[C:2]1[CH:3]=[CH:4][CH:5]=[CH:6][CH:7]=1. (4) Given the reactants [C:1]([O:4][C:5]1[CH:10]=[CH:9][C:8]([Cl:11])=[C:7]([CH3:12])[CH:6]=1)(=[O:3])[CH3:2].[Br:13]N1C(=O)CCC1=O.N(C(C)(C)C#N)=NC(C)(C)C#N.O, predict the reaction product. The product is: [C:1]([O:4][C:5]1[CH:10]=[CH:9][C:8]([Cl:11])=[C:7]([CH2:12][Br:13])[CH:6]=1)(=[O:3])[CH3:2]. (5) Given the reactants [F:1][C:2]1[CH:7]=[CH:6][C:5]([NH:8][C:9]2[C:10]3[C:17]([CH3:18])=[C:16]([C:19](O)=[O:20])[S:15][C:11]=3[N:12]=[CH:13][N:14]=2)=[C:4]([O:22][C@H:23]2[CH2:27][CH2:26][O:25][CH2:24]2)[CH:3]=1.[CH3:28][N:29]1[CH2:34][CH2:33][CH:32]([NH2:35])[CH2:31][CH2:30]1, predict the reaction product. The product is: [CH3:28][N:29]1[CH2:34][CH2:33][CH:32]([NH:35][C:19]([C:16]2[S:15][C:11]3[N:12]=[CH:13][N:14]=[C:9]([NH:8][C:5]4[CH:6]=[CH:7][C:2]([F:1])=[CH:3][C:4]=4[O:22][C@H:23]4[CH2:27][CH2:26][O:25][CH2:24]4)[C:10]=3[C:17]=2[CH3:18])=[O:20])[CH2:31][CH2:30]1. (6) The product is: [NH2:1][C:2]1[N:7]=[C:6]([C:8]2[CH:9]=[CH:10][C:11]([OH:14])=[CH:12][CH:13]=2)[C:5]([C:16]2[CH:17]=[CH:18][C:19](=[O:25])[N:20]([CH:22]([CH3:23])[CH3:24])[N:21]=2)=[CH:4][N:3]=1. Given the reactants [NH2:1][C:2]1[N:7]=[C:6]([C:8]2[CH:13]=[CH:12][C:11]([O:14]C)=[CH:10][CH:9]=2)[C:5]([C:16]2[CH:17]=[CH:18][C:19](=[O:25])[N:20]([CH:22]([CH3:24])[CH3:23])[N:21]=2)=[CH:4][N:3]=1.O.[OH-].[Na+], predict the reaction product. (7) Given the reactants Br[C:2]1[CH:7]=[CH:6][N:5]=[C:4]([CH3:8])[CH:3]=1.C([O-])(=O)C.[K+].[B:14]1([B:14]2[O:18][C:17]([CH3:20])([CH3:19])[C:16]([CH3:22])([CH3:21])[O:15]2)[O:18][C:17]([CH3:20])([CH3:19])[C:16]([CH3:22])([CH3:21])[O:15]1, predict the reaction product. The product is: [CH3:8][C:4]1[CH:3]=[C:2]([B:14]2[O:18][C:17]([CH3:20])([CH3:19])[C:16]([CH3:22])([CH3:21])[O:15]2)[CH:7]=[CH:6][N:5]=1. (8) Given the reactants [NH2:1][C:2]1[CH:9]=[CH:8][C:5]([C:6]#[N:7])=[CH:4][C:3]=1I.O=[C:12]([CH3:16])[C:13]([OH:15])=[O:14].C1N2CCN(CC2)C1, predict the reaction product. The product is: [C:6]([C:5]1[CH:4]=[C:3]2[C:2](=[CH:9][CH:8]=1)[NH:1][C:12]([C:13]([OH:15])=[O:14])=[CH:16]2)#[N:7]. (9) Given the reactants [OH:1][C:2]1[CH:3]=[C:4]([CH:9]=[CH:10][C:11]=1[O:12][CH3:13])[C:5]([O:7][CH3:8])=[O:6].[O:14]1[CH2:19][CH2:18][N:17]([CH2:20][CH2:21][CH2:22]OCl)[CH2:16][CH2:15]1.C([O-])([O-])=O.[K+].[K+], predict the reaction product. The product is: [CH3:13][O:12][C:11]1[CH:10]=[CH:9][C:4]([C:5]([O:7][CH3:8])=[O:6])=[CH:3][C:2]=1[O:1][CH2:22][CH2:21][CH2:20][N:17]1[CH2:18][CH2:19][O:14][CH2:15][CH2:16]1.